The task is: Predict the product of the given reaction.. This data is from Forward reaction prediction with 1.9M reactions from USPTO patents (1976-2016). (1) Given the reactants Br[C:2]1[S:3][C:4](Br)=[C:5]([CH2:8][CH2:9][CH2:10][CH2:11][CH2:12][CH2:13][CH2:14][CH2:15][CH2:16][CH2:17][CH2:18][CH3:19])[C:6]=1[Br:7].O1CCCC1.C([Li])CCC.O, predict the reaction product. The product is: [Br:7][C:6]1[C:5]([CH2:8][CH2:9][CH2:10][CH2:11][CH2:12][CH2:13][CH2:14][CH2:15][CH2:16][CH2:17][CH2:18][CH3:19])=[CH:4][S:3][CH:2]=1. (2) Given the reactants C(N(C(C)C)CC)(C)C.Cl.Cl.[CH3:12][N:13]([CH3:32])[CH2:14][CH2:15][CH2:16][NH:17][C:18](=[O:31])[CH2:19][CH2:20][CH2:21][CH2:22][CH2:23][CH2:24][CH2:25][CH2:26][CH2:27][CH2:28][CH2:29][NH2:30].I.[NH2:34][C:35]1[C:36]([C:43]([NH:45][C:46](=[NH:49])SC)=[O:44])=[N:37][C:38]([Cl:42])=[C:39]([NH2:41])[N:40]=1, predict the reaction product. The product is: [CH3:32][N:13]([CH3:12])[CH2:14][CH2:15][CH2:16][NH:17][C:18](=[O:31])[CH2:19][CH2:20][CH2:21][CH2:22][CH2:23][CH2:24][CH2:25][CH2:26][CH2:27][CH2:28][CH2:29][NH:30][C:46]([NH2:49])=[N:45][C:43]([C:36]1[C:35]([NH2:34])=[N:40][C:39]([NH2:41])=[C:38]([Cl:42])[N:37]=1)=[O:44]. (3) Given the reactants [F:1][C:2]1[CH:3]=[C:4]([I:10])[CH:5]=[C:6]([CH:9]=1)[CH:7]=O.[C:11]1([C@H:21]([NH2:23])[CH3:22])[C:20]2[C:15](=[CH:16][CH:17]=[CH:18][CH:19]=2)[CH:14]=[CH:13][CH:12]=1, predict the reaction product. The product is: [F:1][C:2]1[CH:3]=[C:4]([I:10])[CH:5]=[C:6]([CH:9]=1)[CH2:7][NH:23][C@@H:21]([C:11]1[C:20]2[C:15](=[CH:16][CH:17]=[CH:18][CH:19]=2)[CH:14]=[CH:13][CH:12]=1)[CH3:22]. (4) Given the reactants [O:1]1[CH2:5][CH2:4][CH2:3][NH:2]1.CCN(CC)CC.[Si](OS(C(F)(F)F)(=O)=O)([C:16]([CH3:19])([CH3:18])[CH3:17])(C)C.CCN(C(C)C)[CH:31]([CH3:33])[CH3:32].C1C=CC(CBr)=CC=1.[C:45]([O:49]C(=O)CBr)(C)(C)C, predict the reaction product. The product is: [CH2:32]([C:3]1([CH2:17][CH:16]([CH3:19])[CH3:18])[CH2:4][CH:5]([CH2:45][OH:49])[O:1][NH:2]1)[CH:31]=[CH2:33].